From a dataset of Full USPTO retrosynthesis dataset with 1.9M reactions from patents (1976-2016). Predict the reactants needed to synthesize the given product. (1) Given the product [CH:1]1([C:4]2[C:9]3[O:10][CH:11]([CH3:15])[C:12](=[O:14])[NH:13][C:8]=3[CH:7]=[C:6]([CH2:16][N:31]3[CH2:30][CH2:29][N:28]([C:25]4[CH:24]=[CH:23][C:22]([C:21]([NH:20][CH2:18][CH3:19])=[O:34])=[CH:27][CH:26]=4)[CH2:33][CH2:32]3)[CH:5]=2)[CH2:2][CH2:3]1, predict the reactants needed to synthesize it. The reactants are: [CH:1]1([C:4]2[C:9]3[O:10][CH:11]([CH3:15])[C:12](=[O:14])[NH:13][C:8]=3[CH:7]=[C:6]([CH:16]=O)[CH:5]=2)[CH2:3][CH2:2]1.[CH2:18]([NH:20][C:21](=[O:34])[C:22]1[CH:27]=[CH:26][C:25]([N:28]2[CH2:33][CH2:32][NH:31][CH2:30][CH2:29]2)=[CH:24][CH:23]=1)[CH3:19]. (2) Given the product [C:54]([O:58][C:59]([N:61]1[CH2:65][CH:64]([O:66][CH:14]([F:16])[F:15])[CH2:63][CH:62]1[C:67]([O:69][CH2:70][C:71]([C:73]1[CH:78]=[CH:77][C:76]([Br:79])=[CH:75][CH:74]=1)=[O:72])=[O:68])=[O:60])([CH3:57])([CH3:55])[CH3:56], predict the reactants needed to synthesize it. The reactants are: C(OC(N1CC(O[CH:14]([F:16])[F:15])CC1C1NC(C2C=CC(Br)=CC=2)=CN=1)=O)(C)(C)C.C(OC(N1CC(O)CC1C1NC(C2C=CC(Br)=CC=2)=CN=1)=O)(C)(C)C.[C:54]([O:58][C:59]([N:61]1[CH2:65][CH:64]([OH:66])[CH2:63][CH:62]1[C:67]([O:69][CH2:70][C:71]([C:73]1[CH:78]=[CH:77][C:76]([Br:79])=[CH:75][CH:74]=1)=[O:72])=[O:68])=[O:60])([CH3:57])([CH3:56])[CH3:55]. (3) Given the product [NH:21]1[C:22]2[C:18](=[CH:17][C:16]([NH:15][C:14]3[C:9]4[C:6]5[CH2:7][CH2:8][CH:3]([CH2:2][NH:1][C:27]([NH:26][CH:29]([CH3:31])[CH3:30])=[O:28])[CH2:4][C:5]=5[S:25][C:10]=4[N:11]=[CH:12][N:13]=3)=[CH:24][CH:23]=2)[CH:19]=[N:20]1, predict the reactants needed to synthesize it. The reactants are: [NH2:1][CH2:2][CH:3]1[CH2:8][CH2:7][C:6]2[C:9]3[C:14]([NH:15][C:16]4[CH:17]=[C:18]5[C:22](=[CH:23][CH:24]=4)[NH:21][N:20]=[CH:19]5)=[N:13][CH:12]=[N:11][C:10]=3[S:25][C:5]=2[CH2:4]1.[N:26]([CH:29]([CH3:31])[CH3:30])=[C:27]=[O:28].